From a dataset of Full USPTO retrosynthesis dataset with 1.9M reactions from patents (1976-2016). Predict the reactants needed to synthesize the given product. (1) The reactants are: ClC1C=CC(C2C3C(C)=NN(C4CN(C(OC(C)(C)C)=O)C4)C=3C(=O)N2C2C=C(C)C3N(C(C)=NN=3)C=2)=CC=1.CCCCCCC.CCO.[Cl:50][C:51]1[CH:56]=[CH:55][C:54]([CH:57]2[C:64]3[C:63]([CH:65]4[CH2:67][CH2:66]4)=[N:62][N:61]([CH3:68])[C:60]=3[C:59](=[O:69])[N:58]2[C:70]2[CH:71]=[C:72]([CH3:80])[C:73]3[N:74]([C:76]([CH3:79])=[N:77][N:78]=3)[CH:75]=2)=[CH:53][CH:52]=1. Given the product [Cl:50][C:51]1[CH:52]=[CH:53][C:54]([C@@H:57]2[C:64]3[C:63]([CH:65]4[CH2:67][CH2:66]4)=[N:62][N:61]([CH3:68])[C:60]=3[C:59](=[O:69])[N:58]2[C:70]2[CH:71]=[C:72]([CH3:80])[C:73]3[N:74]([C:76]([CH3:79])=[N:77][N:78]=3)[CH:75]=2)=[CH:55][CH:56]=1, predict the reactants needed to synthesize it. (2) Given the product [Si:34]([O:1][C@@H:2]1[CH2:3][CH2:4][C@H:5]([N:8]2[CH2:12][CH2:11][C:10]3([CH2:17][CH2:16][CH2:15][N:14]([C:18]([O:20][CH2:21][C:22]4[CH:23]=[CH:24][CH:25]=[CH:26][CH:27]=4)=[O:19])[CH2:13]3)[C:9]2=[O:28])[CH2:6][CH2:7]1)([C:37]([CH3:40])([CH3:39])[CH3:38])([CH3:36])[CH3:35], predict the reactants needed to synthesize it. The reactants are: [OH:1][C@@H:2]1[CH2:7][CH2:6][C@H:5]([N:8]2[CH2:12][CH2:11][C:10]3([CH2:17][CH2:16][CH2:15][N:14]([C:18]([O:20][CH2:21][C:22]4[CH:27]=[CH:26][CH:25]=[CH:24][CH:23]=4)=[O:19])[CH2:13]3)[C:9]2=[O:28])[CH2:4][CH2:3]1.N1C=CN=C1.[Si:34](Cl)([C:37]([CH3:40])([CH3:39])[CH3:38])([CH3:36])[CH3:35].CCCCCCC.